This data is from NCI-60 drug combinations with 297,098 pairs across 59 cell lines. The task is: Regression. Given two drug SMILES strings and cell line genomic features, predict the synergy score measuring deviation from expected non-interaction effect. (1) Drug 1: C1=CC(=C2C(=C1NCCNCCO)C(=O)C3=C(C=CC(=C3C2=O)O)O)NCCNCCO. Drug 2: CCCCCOC(=O)NC1=NC(=O)N(C=C1F)C2C(C(C(O2)C)O)O. Cell line: UACC-257. Synergy scores: CSS=7.14, Synergy_ZIP=-0.470, Synergy_Bliss=0.461, Synergy_Loewe=-7.81, Synergy_HSA=-0.219. (2) Drug 1: CC1=C(C=C(C=C1)NC2=NC=CC(=N2)N(C)C3=CC4=NN(C(=C4C=C3)C)C)S(=O)(=O)N.Cl. Drug 2: COC1=C(C=C2C(=C1)N=CN=C2NC3=CC(=C(C=C3)F)Cl)OCCCN4CCOCC4. Cell line: HOP-62. Synergy scores: CSS=35.1, Synergy_ZIP=10.3, Synergy_Bliss=14.0, Synergy_Loewe=13.4, Synergy_HSA=15.8. (3) Drug 1: CCC1(CC2CC(C3=C(CCN(C2)C1)C4=CC=CC=C4N3)(C5=C(C=C6C(=C5)C78CCN9C7C(C=CC9)(C(C(C8N6C)(C(=O)OC)O)OC(=O)C)CC)OC)C(=O)OC)O.OS(=O)(=O)O. Drug 2: N.N.Cl[Pt+2]Cl. Cell line: SN12C. Synergy scores: CSS=35.2, Synergy_ZIP=-6.15, Synergy_Bliss=-3.75, Synergy_Loewe=-2.85, Synergy_HSA=-1.53. (4) Drug 1: CC(C)NC(=O)C1=CC=C(C=C1)CNNC.Cl. Drug 2: CC1C(C(CC(O1)OC2CC(CC3=C2C(=C4C(=C3O)C(=O)C5=CC=CC=C5C4=O)O)(C(=O)C)O)N)O. Cell line: HCT116. Synergy scores: CSS=33.6, Synergy_ZIP=-1.35, Synergy_Bliss=-3.07, Synergy_Loewe=-13.8, Synergy_HSA=-2.06. (5) Drug 1: CS(=O)(=O)C1=CC(=C(C=C1)C(=O)NC2=CC(=C(C=C2)Cl)C3=CC=CC=N3)Cl. Drug 2: CCCCC(=O)OCC(=O)C1(CC(C2=C(C1)C(=C3C(=C2O)C(=O)C4=C(C3=O)C=CC=C4OC)O)OC5CC(C(C(O5)C)O)NC(=O)C(F)(F)F)O. Cell line: SNB-75. Synergy scores: CSS=-0.385, Synergy_ZIP=0.766, Synergy_Bliss=1.75, Synergy_Loewe=0.337, Synergy_HSA=-0.401.